This data is from Full USPTO retrosynthesis dataset with 1.9M reactions from patents (1976-2016). The task is: Predict the reactants needed to synthesize the given product. The reactants are: Cl[C:2]([O:4][CH2:5][CH3:6])=[O:3].[Cl:7][C:8]1[CH:9]=[CH:10][C:11]2[O:27][C:26]3[CH:28]=[CH:29][CH:30]=[CH:31][C:25]=3[C@H:14]3[CH2:15][N:16](CC4C=CC=CC=4)[CH2:17][C@@H:13]3[C:12]=2[CH:32]=1. Given the product [Cl:7][C:8]1[CH:9]=[CH:10][C:11]2[O:27][C:26]3[CH:28]=[CH:29][CH:30]=[CH:31][C:25]=3[C@H:14]3[CH2:15][N:16]([C:2]([O:4][CH2:5][CH3:6])=[O:3])[CH2:17][C@@H:13]3[C:12]=2[CH:32]=1, predict the reactants needed to synthesize it.